This data is from Forward reaction prediction with 1.9M reactions from USPTO patents (1976-2016). The task is: Predict the product of the given reaction. (1) Given the reactants [NH2:1][C:2]1[CH:7]=[C:6]([N+:8]([O-:10])=[O:9])[CH:5]=[CH:4][C:3]=1[OH:11].[Br:12][C:13]1[CH:21]=[CH:20][C:16]([C:17](Cl)=O)=[CH:15][CH:14]=1.[OH-].[Na+], predict the reaction product. The product is: [Br:12][C:13]1[CH:21]=[CH:20][C:16]([C:17]2[O:11][C:3]3[CH:4]=[CH:5][C:6]([N+:8]([O-:10])=[O:9])=[CH:7][C:2]=3[N:1]=2)=[CH:15][CH:14]=1. (2) Given the reactants [F:1][C:2]1[C:3]([NH:12][C:13]2[CH:18]=[CH:17][C:16]([CH2:19][CH2:20][CH2:21][OH:22])=[CH:15][C:14]=2[F:23])=[C:4]([CH:8]=[CH:9][C:10]=1[F:11])[C:5]([OH:7])=O.[NH2:24][O:25][CH2:26][CH2:27][O:28][CH:29]=[CH2:30].C[N+]1(C2N=C(OC)N=C(OC)N=2)CCOCC1.[Cl-], predict the reaction product. The product is: [F:1][C:2]1[C:3]([NH:12][C:13]2[CH:18]=[CH:17][C:16]([CH2:19][CH2:20][CH2:21][OH:22])=[CH:15][C:14]=2[F:23])=[C:4]([CH:8]=[CH:9][C:10]=1[F:11])[C:5]([NH:24][O:25][CH2:26][CH2:27][O:28][CH:29]=[CH2:30])=[O:7]. (3) Given the reactants [CH2:1]([O:8][C:9]1[CH:10]=[C:11]2[C:16](=[CH:17][C:18]=1[O:19][CH3:20])[CH:15]([CH2:21]S(C1N(C3C=CC=CC=3)N=NN=1)(=O)=O)[N:14](C(OC(C)(C)C)=O)[CH2:13][CH2:12]2)[C:2]1[CH:7]=[CH:6][CH:5]=[CH:4][CH:3]=1.[CH3:43][O:44][C:45]1[C:46]([CH:54]=O)=[CH:47][C:48]2[O:52][CH2:51][O:50][C:49]=2[CH:53]=1.C[Si]([N-][Si](C)(C)C)(C)C.[Li+], predict the reaction product. The product is: [CH2:1]([O:8][C:9]1[CH:10]=[C:11]2[C:16](=[CH:17][C:18]=1[O:19][CH3:20])[CH:15](/[CH:21]=[CH:54]/[C:46]1[C:45]([O:44][CH3:43])=[CH:53][C:49]3[O:50][CH2:51][O:52][C:48]=3[CH:47]=1)[NH:14][CH2:13][CH2:12]2)[C:2]1[CH:7]=[CH:6][CH:5]=[CH:4][CH:3]=1. (4) The product is: [Br:19][CH2:20][CH2:21][CH2:22][CH2:23][O:1][C:2]1[CH:3]=[CH:4][C:5]2[O:10][CH2:9][C:8](=[O:11])[NH:7][C:6]=2[CH:12]=1. Given the reactants [OH:1][C:2]1[CH:3]=[CH:4][C:5]2[O:10][CH2:9][C:8](=[O:11])[NH:7][C:6]=2[CH:12]=1.C(=O)([O-])[O-].[K+].[K+].[Br:19][CH2:20][CH2:21][CH2:22][CH2:23]Br, predict the reaction product. (5) The product is: [CH3:15][C:16]1[CH2:17][C:18](=[O:19])[N:1]([CH2:3][CH2:4][O:5][CH2:6][CH2:7][O:8][CH2:9][CH2:10][C:11]([OH:13])=[O:12])[N:2]=1. Given the reactants [NH:1]([CH2:3][CH2:4][O:5][CH2:6][CH2:7][O:8][CH2:9][CH2:10][C:11]([OH:13])=[O:12])[NH2:2].C[C:15](C)(C)[C:16](=O)[CH2:17][C:18](OCC)=[O:19], predict the reaction product. (6) Given the reactants [C:1]([O:5][C:6]([N:8]1[CH2:13][CH2:12][CH:11]([CH2:14][NH2:15])[CH2:10][CH2:9]1)=[O:7])([CH3:4])([CH3:3])[CH3:2].[Cl:16][C:17]1[N:22]=[C:21]([Cl:23])[C:20]([Cl:24])=[C:19](Cl)[C:18]=1[Cl:26].C(=O)([O-])[O-].[K+].[K+], predict the reaction product. The product is: [C:1]([O:5][C:6]([N:8]1[CH2:13][CH2:12][CH:11]([CH2:14][NH:15][C:19]2[C:18]([Cl:26])=[C:17]([Cl:16])[N:22]=[C:21]([Cl:23])[C:20]=2[Cl:24])[CH2:10][CH2:9]1)=[O:7])([CH3:4])([CH3:3])[CH3:2]. (7) Given the reactants [C:1]([N:5]=[CH:6][C:7](=[O:12])[C:8]([CH3:11])([CH3:10])[CH3:9])([CH3:4])([CH3:3])[CH3:2].[C:13]([Li])([CH3:16])([CH3:15])[CH3:14], predict the reaction product. The product is: [C:1]([N:5]=[CH:6][C:7]([OH:12])([C:13]([CH3:16])([CH3:15])[CH3:14])[C:8]([CH3:11])([CH3:10])[CH3:9])([CH3:4])([CH3:3])[CH3:2].